From a dataset of Reaction yield outcomes from USPTO patents with 853,638 reactions. Predict the reaction yield, written as a fraction of the theoretical maximum amount of product (1.0 means a 100% yield; for example, 0.34 means a 34% yield). (1) The catalyst is C1COCC1. The reactants are C(OC([N:8]1[CH2:13][CH2:12][CH:11]([O:14][C:15]2[CH:20]=[CH:19][C:18]([O:21][CH3:22])=[CH:17][N:16]=2)[CH2:10][CH2:9]1)=O)(C)(C)C.Cl.Cl. The yield is 0.970. The product is [CH3:22][O:21][C:18]1[CH:19]=[CH:20][C:15]([O:14][CH:11]2[CH2:12][CH2:13][NH:8][CH2:9][CH2:10]2)=[N:16][CH:17]=1. (2) The reactants are [CH2:1]([N:8]1[C:13](=[O:14])[CH:12]=[C:11]([C:15]([O:17]CC)=[CH2:16])[C:10]([C:20]2[CH:25]=[CH:24][CH:23]=[CH:22][CH:21]=2)=[N:9]1)[C:2]1[CH:7]=[CH:6][CH:5]=[CH:4][CH:3]=1.Cl. The catalyst is C1(C)C=CC=CC=1. The product is [C:15]([C:11]1[C:10]([C:20]2[CH:25]=[CH:24][CH:23]=[CH:22][CH:21]=2)=[N:9][N:8]([CH2:1][C:2]2[CH:3]=[CH:4][CH:5]=[CH:6][CH:7]=2)[C:13](=[O:14])[CH:12]=1)(=[O:17])[CH3:16]. The yield is 0.990. (3) The reactants are C1(S([N:10]2[C:14]3[CH:15]=[N:16][C:17]([C:28]#[N:29])=[C:18]([CH2:19][CH:20]4[CH2:25][CH2:24][N:23]([CH2:26][CH3:27])[CH2:22][CH2:21]4)[C:13]=3[C:12]3[CH:30]=[CH:31][CH:32]=[N:33][C:11]2=3)(=O)=O)C=CC=CC=1.C(N(CC)CC)C. The catalyst is CO. The product is [CH2:26]([N:23]1[CH2:24][CH2:25][CH:20]([CH2:19][C:18]2[C:13]3[C:12]4[CH:30]=[CH:31][CH:32]=[N:33][C:11]=4[NH:10][C:14]=3[CH:15]=[N:16][C:17]=2[C:28]#[N:29])[CH2:21][CH2:22]1)[CH3:27]. The yield is 0.510. (4) The yield is 0.511. The reactants are [F:1][C:2]1[CH:3]=[C:4]([C:10]2[CH:11]=[C:12]([C:17]([O:19][CH3:20])=[O:18])[C:13](=[O:16])[NH:14][N:15]=2)[CH:5]=[CH:6][C:7]=1[O:8][CH3:9].[Cl:21][C:22]1[CH:31]=[CH:30][C:25]([CH:26]=[CH:27][CH2:28]Cl)=[CH:24][CH:23]=1. The product is [Cl:21][C:22]1[CH:31]=[CH:30][C:25]([CH:26]=[CH:27][CH2:28][N:14]2[C:13](=[O:16])[C:12]([C:17]([O:19][CH3:20])=[O:18])=[CH:11][C:10]([C:4]3[CH:5]=[CH:6][C:7]([O:8][CH3:9])=[C:2]([F:1])[CH:3]=3)=[N:15]2)=[CH:24][CH:23]=1. No catalyst specified. (5) The reactants are Br[C:2]1[C:7](=[O:8])[N:6]([CH2:9][C:10]2[CH:15]=[CH:14][C:13]([C:16]3[C:17]([C:22]#[N:23])=[CH:18][CH:19]=[CH:20][CH:21]=3)=[CH:12][CH:11]=2)[C:5]([CH2:24][CH2:25][CH2:26][CH3:27])=[N:4][C:3]=1[CH3:28].[CH3:29][C:30]1[C:34](B(O)O)=[C:33]([CH3:38])[O:32][N:31]=1.C(=O)([O-])[O-].[Cs+].[Cs+]. The catalyst is O1CCOCC1.C(OCC)(=O)C.C1C=CC(P(C2C=CC=CC=2)[C-]2C=CC=C2)=CC=1.C1C=CC(P(C2C=CC=CC=2)[C-]2C=CC=C2)=CC=1.Cl[Pd]Cl.[Fe+2]. The product is [CH2:24]([C:5]1[N:6]([CH2:9][C:10]2[CH:15]=[CH:14][C:13]([C:16]3[C:17]([C:22]#[N:23])=[CH:18][CH:19]=[CH:20][CH:21]=3)=[CH:12][CH:11]=2)[C:7](=[O:8])[C:2]([C:34]2[C:30]([CH3:29])=[N:31][O:32][C:33]=2[CH3:38])=[C:3]([CH3:28])[N:4]=1)[CH2:25][CH2:26][CH3:27]. The yield is 0.310. (6) The reactants are [CH2:1]([Li])[CH2:2][CH2:3][CH3:4].O=C1C[CH2:11][N:10]([C:13]([O:15][C:16]([CH3:19])([CH3:18])[CH3:17])=[O:14])[CH2:9][CH2:8]1. The catalyst is O1CCCC1. The product is [CH:3](=[C:2]1[CH2:1][CH2:11][N:10]([C:13]([O:15][C:16]([CH3:17])([CH3:19])[CH3:18])=[O:14])[CH2:9][CH2:8]1)[CH3:4]. The yield is 0.790.